This data is from Full USPTO retrosynthesis dataset with 1.9M reactions from patents (1976-2016). The task is: Predict the reactants needed to synthesize the given product. Given the product [CH3:1][O:2][CH2:3][C:4]1[N:17]=[CH:15][N:16]=[C:6]([OH:8])[CH:5]=1, predict the reactants needed to synthesize it. The reactants are: [CH3:1][O:2][CH2:3][C:4](=O)[CH2:5][C:6]([O:8]C)=O.C(O)(=O)C.[CH:15]([NH2:17])=[NH:16].C[O-].[Na+].